Dataset: Full USPTO retrosynthesis dataset with 1.9M reactions from patents (1976-2016). Task: Predict the reactants needed to synthesize the given product. (1) Given the product [C:36]([OH:39])(=[O:38])[CH3:37].[NH2:8][CH2:9][C@@H:10]([C:19]1[CH:20]=[CH:21][C:22]([OH:28])=[C:23]([NH:25][CH:26]=[O:27])[CH:24]=1)[O:11][Si:12]([C:15]([CH3:18])([CH3:17])[CH3:16])([CH3:14])[CH3:13], predict the reactants needed to synthesize it. The reactants are: C([NH:8][CH2:9][C@@H:10]([C:19]1[CH:20]=[CH:21][C:22]([O:28]CC2C=CC=CC=2)=[C:23]([NH:25][CH:26]=[O:27])[CH:24]=1)[O:11][Si:12]([C:15]([CH3:18])([CH3:17])[CH3:16])([CH3:14])[CH3:13])C1C=CC=CC=1.[C:36]([OH:39])(=[O:38])[CH3:37]. (2) Given the product [OH:1][C:2]1[C:3]([NH:11][C:24]([C:23]2[CH:27]=[CH:28][CH:29]=[C:21]([N+:18]([O-:20])=[O:19])[CH:22]=2)=[O:25])=[C:4]([CH:8]=[CH:9][CH:10]=1)[C:5]([OH:7])=[O:6], predict the reactants needed to synthesize it. The reactants are: [OH:1][C:2]1[CH:10]=[CH:9][CH:8]=[C:4]([C:5]([OH:7])=[O:6])[C:3]=1[NH2:11].N1C=CC=CC=1.[N+:18]([C:21]1[CH:22]=[C:23]([CH:27]=[CH:28][CH:29]=1)[C:24](Cl)=[O:25])([O-:20])=[O:19]. (3) Given the product [F:32][CH:2]([F:1])[C:3]1[S:4][CH:5]=[C:6]([C:8]2[C:12]3[CH2:13][NH:14][CH2:15][CH2:16][C:11]=3[NH:10][N:9]=2)[N:7]=1, predict the reactants needed to synthesize it. The reactants are: [F:1][CH:2]([F:32])[C:3]1[S:4][CH:5]=[C:6]([C:8]2[C:12]3[CH2:13][N:14](C(OC(C)(C)C)=O)[CH2:15][CH2:16][C:11]=3[N:10](COCC[Si](C)(C)C)[N:9]=2)[N:7]=1.O1CCOCC1. (4) Given the product [C:14]([O:13][C:11]([N:7]1[C:8]2[C:4](=[CH:3][C:2]([NH:1][S:31]([C:27]3[CH:28]=[CH:29][CH:30]=[C:25]([F:24])[CH:26]=3)(=[O:33])=[O:32])=[CH:10][CH:9]=2)[C:5]([CH3:18])=[N:6]1)=[O:12])([CH3:15])([CH3:17])[CH3:16], predict the reactants needed to synthesize it. The reactants are: [NH2:1][C:2]1[CH:3]=[C:4]2[C:8](=[CH:9][CH:10]=1)[N:7]([C:11]([O:13][C:14]([CH3:17])([CH3:16])[CH3:15])=[O:12])[N:6]=[C:5]2[CH3:18].O1CCCC1.[F:24][C:25]1[CH:26]=[C:27]([S:31](Cl)(=[O:33])=[O:32])[CH:28]=[CH:29][CH:30]=1. (5) Given the product [CH3:15][C:14]([Si:10]([CH3:12])([CH3:11])[O:9][CH2:8][C:4]1[CH:3]=[C:2]([B:23]([OH:29])[OH:24])[CH:7]=[CH:6][CH:5]=1)([CH3:17])[CH3:16], predict the reactants needed to synthesize it. The reactants are: Br[C:2]1[CH:3]=[C:4]([CH2:8][O:9][SiH:10]([CH3:12])[CH3:11])[CH:5]=[CH:6][CH:7]=1.C[C:14]([CH3:17])([CH3:16])[CH3:15].[Li]CCCC.[B:23](OCCCC)([O:29]CCCC)[O:24]CCCC.OP(O)(O)=O. (6) The reactants are: [OH:1][CH:2]1[CH2:7][CH2:6][CH2:5][CH:4]([N:8]([CH3:20])[C:9]([C:11]2[CH:19]=[CH:18][C:14]3=[N:15][O:16][N:17]=[C:13]3[CH:12]=2)=[O:10])[CH2:3]1.C1C=C[NH+]=CC=1.[O-][Cr](Cl)(=O)=O. Given the product [CH3:20][N:8]([CH:4]1[CH2:5][CH2:6][CH2:7][C:2](=[O:1])[CH2:3]1)[C:9]([C:11]1[CH:19]=[CH:18][C:14]2=[N:15][O:16][N:17]=[C:13]2[CH:12]=1)=[O:10], predict the reactants needed to synthesize it. (7) Given the product [CH3:1][O:2][C:3]1[CH:4]=[CH:5][C:6]([S:9]([C:12]2[C:17]([CH2:18][C:19]3[C:27]4[C:26](=[O:28])[CH2:25][C:24]([CH3:29])([CH3:30])[CH2:23][C:22]=4[N:21]([CH2:33][C:34]([O:36][CH2:37][CH3:38])=[O:35])[C:20]=3[CH3:31])=[CH:16][CH:15]=[CH:14][N:13]=2)(=[O:10])=[O:11])=[CH:7][CH:8]=1, predict the reactants needed to synthesize it. The reactants are: [CH3:1][O:2][C:3]1[CH:8]=[CH:7][C:6]([S:9]([C:12]2[C:17]([CH2:18][C:19]3[C:27]4[C:26](=[O:28])[CH2:25][C:24]([CH3:30])([CH3:29])[CH2:23][C:22]=4[NH:21][C:20]=3[CH3:31])=[CH:16][CH:15]=[CH:14][N:13]=2)(=[O:11])=[O:10])=[CH:5][CH:4]=1.Br[CH2:33][C:34]([O:36][CH2:37][CH3:38])=[O:35].C(=O)([O-])[O-].[K+].[K+].[I-].[K+].